The task is: Predict the reactants needed to synthesize the given product.. This data is from Full USPTO retrosynthesis dataset with 1.9M reactions from patents (1976-2016). (1) Given the product [Cl:1][C:2]1[CH:7]=[CH:6][CH:5]=[C:4]([O:8][CH3:9])[C:3]=1[C:10]1[CH:21]=[C:20]2[C:16]([CH:17]=[CH:18][N:19]2[CH3:22])=[C:15]2[C:11]=1[C:12](=[O:24])[NH:13][C:14]2=[O:23], predict the reactants needed to synthesize it. The reactants are: [Cl:1][C:2]1[CH:7]=[CH:6][CH:5]=[C:4]([O:8][CH3:9])[C:3]=1[CH:10]1[CH2:21][C:20]2[N:19]([CH3:22])[CH:18]=[CH:17][C:16]=2[CH:15]2[CH:11]1[C:12](=[O:24])[NH:13][C:14]2=[O:23]. (2) Given the product [Cl:1][C:2]1[CH:10]=[C:9]2[C:5]([C:6]([CH2:17][CH2:18][CH2:19][O:20][C:21]3[CH:26]=[C:25]([CH3:27])[C:24]([Cl:28])=[C:23]([CH3:29])[CH:22]=3)=[C:7]([C:12]([OH:14])=[O:13])[N:8]2[CH3:11])=[CH:4][CH:3]=1, predict the reactants needed to synthesize it. The reactants are: [Cl:1][C:2]1[CH:10]=[C:9]2[C:5]([C:6]([CH2:17][CH2:18][CH2:19][O:20][C:21]3[CH:26]=[C:25]([CH3:27])[C:24]([Cl:28])=[C:23]([CH3:29])[CH:22]=3)=[C:7]([C:12]([O:14]CC)=[O:13])[N:8]2[CH3:11])=[CH:4][CH:3]=1.C1COCC1.[Li+].[OH-].Cl. (3) Given the product [Br:21][C:10]1[CH2:11][CH:12]([C:13]([O:15][CH2:16][CH3:17])=[O:14])[N:8]([C:3]2[C:2]([Cl:1])=[CH:7][CH:6]=[CH:5][N:4]=2)[N:9]=1, predict the reactants needed to synthesize it. The reactants are: [Cl:1][C:2]1[C:3]([N:8]2[CH:12]([C:13]([O:15][CH2:16][CH3:17])=[O:14])[CH2:11][C:10](=O)[NH:9]2)=[N:4][CH:5]=[CH:6][CH:7]=1.P(Br)(Br)([Br:21])=O.C(=O)(O)[O-].[Na+].O. (4) Given the product [CH2:1]([O:8][CH2:9][CH2:10][O:11][C:12]1[CH:18]=[CH:17][C:15]([NH:16][C:31](=[O:32])[CH2:30][C:27]2[CH:28]=[CH:29][C:24]([Br:23])=[C:25]([F:35])[C:26]=2[F:34])=[CH:14][C:13]=1[C:19]([F:20])([F:21])[F:22])[C:2]1[CH:3]=[CH:4][CH:5]=[CH:6][CH:7]=1, predict the reactants needed to synthesize it. The reactants are: [CH2:1]([O:8][CH2:9][CH2:10][O:11][C:12]1[CH:18]=[CH:17][C:15]([NH2:16])=[CH:14][C:13]=1[C:19]([F:22])([F:21])[F:20])[C:2]1[CH:7]=[CH:6][CH:5]=[CH:4][CH:3]=1.[Br:23][C:24]1[CH:29]=[CH:28][C:27]([CH2:30][C:31](O)=[O:32])=[C:26]([F:34])[C:25]=1[F:35].CCN(C(C)C)C(C)C.CN(C(ON1N=NC2C=CC=NC1=2)=[N+](C)C)C.F[P-](F)(F)(F)(F)F.C([O-])(O)=O.[Na+]. (5) Given the product [O:39]=[C:33]([N:8]([CH2:7][C:1]1[CH:2]=[CH:3][CH:4]=[CH:5][CH:6]=1)[CH2:9][C@H:10]1[CH2:15][O:14][CH2:13][CH2:12][N:11]1[CH2:16][C:17]1[CH:22]=[CH:21][CH:20]=[CH:19][CH:18]=1)[C:34]([O:36][CH2:37][CH3:38])=[O:35], predict the reactants needed to synthesize it. The reactants are: [C:1]1([CH2:7][NH:8][CH2:9][C@H:10]2[CH2:15][O:14][CH2:13][CH2:12][N:11]2[CH2:16][C:17]2[CH:22]=[CH:21][CH:20]=[CH:19][CH:18]=2)[CH:6]=[CH:5][CH:4]=[CH:3][CH:2]=1.C(N(CC)C(C)C)(C)C.Cl[C:33](=[O:39])[C:34]([O:36][CH2:37][CH3:38])=[O:35].